This data is from Forward reaction prediction with 1.9M reactions from USPTO patents (1976-2016). The task is: Predict the product of the given reaction. Given the reactants Cl[S:2]([C:5]1[CH:14]=[CH:13][C:12]2[NH:11][C:10](=[O:15])[C:9]3[NH:16][CH:17]=[C:18]([C:19]([OH:21])=[O:20])[C:8]=3[C:7]=2[CH:6]=1)(=[O:4])=[O:3].[NH2:22][C:23]1[CH:33]=[CH:32][C:26]([C:27]([O:29][CH2:30][CH3:31])=[O:28])=[CH:25][CH:24]=1, predict the reaction product. The product is: [CH2:30]([O:29][C:27]([C:26]1[CH:25]=[CH:24][C:23]([NH:22][S:2]([C:5]2[CH:14]=[CH:13][C:12]3[NH:11][C:10](=[O:15])[C:9]4[NH:16][CH:17]=[CH:18][C:8]=4[C:7]=3[CH:6]=2)(=[O:3])=[O:4])=[CH:33][CH:32]=1)=[O:28])[CH3:31].[CH2:18]([C:19]([O-:21])=[O:20])[CH3:17].